From a dataset of Forward reaction prediction with 1.9M reactions from USPTO patents (1976-2016). Predict the product of the given reaction. (1) Given the reactants [CH2:1]([O:3][CH2:4][CH2:5]Br)[CH3:2].[O:7]1[C:11]2[CH:12]=[CH:13][CH:14]=[CH:15][C:10]=2[N:9]=[C:8]1[S:16][CH2:17][CH2:18][N:19]1[CH2:24][CH2:23][N:22]([CH2:25][C:26]([NH:28][C:29]2[C:34]([CH:35]([CH3:37])[CH3:36])=[CH:33][CH:32]=[C:31]([OH:38])[C:30]=2[CH:39]([CH3:41])[CH3:40])=[O:27])[CH2:21][CH2:20]1, predict the reaction product. The product is: [O:7]1[C:11]2[CH:12]=[CH:13][CH:14]=[CH:15][C:10]=2[N:9]=[C:8]1[S:16][CH2:17][CH2:18][N:19]1[CH2:24][CH2:23][N:22]([CH2:25][C:26]([NH:28][C:29]2[C:34]([CH:35]([CH3:36])[CH3:37])=[CH:33][CH:32]=[C:31]([O:38][CH2:2][CH2:1][O:3][CH2:4][CH3:5])[C:30]=2[CH:39]([CH3:41])[CH3:40])=[O:27])[CH2:21][CH2:20]1. (2) Given the reactants CON(C)[C:4]([C:6]1[CH:10]=[CH:9][S:8][C:7]=1[CH3:11])=[O:5].[CH3:13][Mg]Cl.O1CCCC1.[Cl-].[NH4+], predict the reaction product. The product is: [CH3:11][C:7]1[S:8][CH:9]=[CH:10][C:6]=1[C:4](=[O:5])[CH3:13]. (3) The product is: [NH:21]1[C:29]2=[N:28][CH:27]=[CH:26][CH:25]=[C:24]2[C:23]([CH:30]=[C:8]2[O:7][C:6]([N:5]([CH2:17][CH2:18][O:19][CH3:20])[CH2:4][CH2:3][O:2][CH3:1])=[C:10]([C:11]([O:13][CH2:14][CH3:15])=[O:12])[C:9]2=[O:16])=[CH:22]1. Given the reactants [CH3:1][O:2][CH2:3][CH2:4][N:5]([CH2:17][CH2:18][O:19][CH3:20])[C:6]1[O:7][CH2:8][C:9](=[O:16])[C:10]=1[C:11]([O:13][CH2:14][CH3:15])=[O:12].[NH:21]1[C:29]2[C:24](=[CH:25][CH:26]=[CH:27][N:28]=2)[C:23]([CH:30]=O)=[CH:22]1.N1CCC[C@H]1C(O)=O, predict the reaction product. (4) Given the reactants [OH:1][CH2:2][CH2:3][N:4]1[CH2:8][CH2:7][CH2:6][C:5]1=[O:9].CC([O-])(C)C.[K+].[C:16]([O:20][C:21](=[O:40])[NH:22][CH:23]1[CH2:28][CH2:27][N:26]([C:29]2[C:38]3[C:33](=[CH:34][C:35]([F:39])=[CH:36][CH:37]=3)[N:32]=[CH:31][N:30]=2)[CH2:25][CH2:24]1)([CH3:19])([CH3:18])[CH3:17].C(O)(C(F)(F)F)=O.[N+](C1C=CC(OC(=O)[NH:59][C:60]2[CH:65]=[CH:64][C:63]([CH:66]([CH3:68])[CH3:67])=[CH:62][CH:61]=2)=CC=1)([O-])=O, predict the reaction product. The product is: [CH:66]([C:63]1[CH:64]=[CH:65][C:60]([NH:59][C:21]([NH:22][CH:23]2[CH2:24][CH2:25][N:26]([C:29]3[C:38]4[C:33](=[CH:34][C:35]([O:1][CH2:2][CH2:3][N:4]5[CH2:8][CH2:7][CH2:6][C:5]5=[O:9])=[CH:36][CH:37]=4)[N:32]=[CH:31][N:30]=3)[CH2:27][CH2:28]2)=[O:40])=[CH:61][CH:62]=1)([CH3:68])[CH3:67].[C:16]([O:20][C:21](=[O:40])[NH:22][CH:23]1[CH2:28][CH2:27][N:26]([C:29]2[C:38]3[C:33](=[CH:34][C:35]([F:39])=[CH:36][CH:37]=3)[N:32]=[CH:31][N:30]=2)[CH2:25][CH2:24]1)([CH3:19])([CH3:17])[CH3:18].